Dataset: Full USPTO retrosynthesis dataset with 1.9M reactions from patents (1976-2016). Task: Predict the reactants needed to synthesize the given product. (1) Given the product [Cl:18][C:13]1[CH:14]=[CH:15][CH:16]=[CH:17][C:12]=1[CH2:11][N:8]1[C:6]2[N:7]=[C:2]([NH:28][CH2:27][CH3:26])[N:3]=[C:4]([N:19]3[CH2:23][CH2:22][C:21]([F:25])([F:24])[CH2:20]3)[C:5]=2[N:10]=[N:9]1, predict the reactants needed to synthesize it. The reactants are: Cl[C:2]1[N:3]=[C:4]([N:19]2[CH2:23][CH2:22][C:21]([F:25])([F:24])[CH2:20]2)[C:5]2[N:10]=[N:9][N:8]([CH2:11][C:12]3[CH:17]=[CH:16][CH:15]=[CH:14][C:13]=3[Cl:18])[C:6]=2[N:7]=1.[CH3:26][CH2:27][N:28](C(C)C)C(C)C.C(N)C. (2) The reactants are: [Cl:1][C:2]1[CH:7]=[CH:6][CH:5]=[CH:4][C:3]=1[C:8]1[C:9]([C:22]2[CH:27]=[CH:26][C:25]([Cl:28])=[CH:24][CH:23]=2)=[CH:10][C:11]2[N:12]([C:14]([C:17](OCC)=[O:18])=[N:15][N:16]=2)[N:13]=1.[F:29][C:30]([F:40])([F:39])[C:31]1[CH:36]=[CH:35][C:34]([CH2:37][NH2:38])=[CH:33][CH:32]=1. Given the product [Cl:1][C:2]1[CH:7]=[CH:6][CH:5]=[CH:4][C:3]=1[C:8]1[C:9]([C:22]2[CH:27]=[CH:26][C:25]([Cl:28])=[CH:24][CH:23]=2)=[CH:10][C:11]2[N:12]([C:14]([C:17]([NH:38][CH2:37][C:34]3[CH:33]=[CH:32][C:31]([C:30]([F:29])([F:39])[F:40])=[CH:36][CH:35]=3)=[O:18])=[N:15][N:16]=2)[N:13]=1, predict the reactants needed to synthesize it. (3) Given the product [CH3:41][O:37][C:38](=[O:39])[CH:40]=[CH:9][CH2:8][CH2:7][CH2:6][N:5]1[C:4](=[O:11])[C:3]2=[CH:12][CH:13]=[CH:14][CH:15]=[C:2]2[C:1]1=[O:16], predict the reactants needed to synthesize it. The reactants are: [C:1]1(=[O:16])[N:5]([CH2:6][CH2:7][CH2:8][CH:9]=O)[C:4](=[O:11])[C:3]2=[CH:12][CH:13]=[CH:14][CH:15]=[C:2]12.CC1C([P+]([O:37][C:38]([CH3:40])=[O:39])(C2C=CC=CC=2)C2C=CC=CC=2)=CC=CC=1.[CH2:41](Cl)Cl. (4) Given the product [CH2:57]([CH:30]([CH:27]1[CH2:28][CH2:29][N:24]([C:22](=[O:23])[CH2:21][CH2:20][C@H:9]2[O:8][C@H:7]([C:36]3[CH:41]=[CH:40][CH:39]=[C:38]([O:42][CH3:43])[C:37]=3[O:44][CH3:45])[C:6]3[CH:46]=[C:2]([Cl:1])[CH:3]=[CH:4][C:5]=3[N:11]3[C:12]([CH2:15][C:16]([CH3:18])([CH3:17])[CH3:19])=[N:13][N:14]=[C:10]23)[CH2:25][CH2:26]1)[C:31]([OH:33])=[O:32])[CH3:58], predict the reactants needed to synthesize it. The reactants are: [Cl:1][C:2]1[CH:3]=[CH:4][C:5]2[N:11]3[C:12]([CH2:15][C:16]([CH3:19])([CH3:18])[CH3:17])=[N:13][N:14]=[C:10]3[C@@H:9]([CH2:20][CH2:21][C:22]([N:24]3[CH2:29][CH2:28][CH:27]([CH2:30][C:31]([O:33]CC)=[O:32])[CH2:26][CH2:25]3)=[O:23])[O:8][C@H:7]([C:36]3[CH:41]=[CH:40][CH:39]=[C:38]([O:42][CH3:43])[C:37]=3[O:44][CH3:45])[C:6]=2[CH:46]=1.C(=O)([O-])[O-].[K+].[K+].CO.O.O1CC[CH2:58][CH2:57]1.